Dataset: Full USPTO retrosynthesis dataset with 1.9M reactions from patents (1976-2016). Task: Predict the reactants needed to synthesize the given product. (1) Given the product [NH2:26][C:7]1[C:6]([O:5][C:4]2[CH:29]=[CH:30][C:31]([CH2:33][C:34]([O:36][CH3:37])=[O:35])=[CH:32][C:3]=2[O:2][CH3:1])=[CH:14][CH:13]=[C:12]2[C:8]=1[CH:9]=[C:10]([C:22]([F:25])([F:23])[F:24])[NH:11]2, predict the reactants needed to synthesize it. The reactants are: [CH3:1][O:2][C:3]1[CH:32]=[C:31]([CH2:33][C:34]([O:36][CH3:37])=[O:35])[CH:30]=[CH:29][C:4]=1[O:5][C:6]1[C:7]([N+:26]([O-])=O)=[C:8]2[C:12](=[CH:13][CH:14]=1)[N:11](C(OC(C)(C)C)=O)[C:10]([C:22]([F:25])([F:24])[F:23])=[CH:9]2. (2) Given the product [CH2:17]=[C:18]1[CH2:20][C:4]([N+:1]([O-:3])=[O:2])=[C:5]([C:7]2[CH:12]=[C:11]([F:13])[C:10]([F:14])=[CH:9][C:8]=2[F:15])[O:6][CH2:19]1, predict the reactants needed to synthesize it. The reactants are: [N+:1]([CH2:4][C:5]([C:7]1[CH:12]=[C:11]([F:13])[C:10]([F:14])=[CH:9][C:8]=1[F:15])=[O:6])([O-:3])=[O:2].I[CH2:17][C:18]([CH2:20]I)=[CH2:19]. (3) Given the product [Cl:32][C:33]1[CH:38]=[CH:37][C:36]([C:12]2[N:13]([CH:18]3[CH2:19][CH2:20][CH2:21][CH2:22][CH2:23]3)[N:14]=[C:15]3[C:11]=2[CH2:10][CH2:9][NH:8][CH2:17][CH2:16]3)=[CH:35][CH:34]=1, predict the reactants needed to synthesize it. The reactants are: C(OC([N:8]1[CH2:17][CH2:16][C:15]2[C:11](=[C:12](OS(C(F)(F)F)(=O)=O)[N:13]([CH:18]3[CH2:23][CH2:22][CH2:21][CH2:20][CH2:19]3)[N:14]=2)[CH2:10][CH2:9]1)=O)(C)(C)C.[Cl:32][C:33]1[CH:38]=[CH:37][C:36](B(O)O)=[CH:35][CH:34]=1. (4) Given the product [Br:19][C:10]1[CH:9]=[N:8][C:3]2[NH:4][C:5](=[O:7])[CH2:6][O:1][C:2]=2[CH:11]=1, predict the reactants needed to synthesize it. The reactants are: [O:1]1[CH2:6][C:5](=[O:7])[NH:4][C:3]2[N:8]=[CH:9][CH:10]=[CH:11][C:2]1=2.C1C(=O)N([Br:19])C(=O)C1.O. (5) The reactants are: C(OC(=O)[NH:7][C:8]1[CH:13]=[C:12]([O:14][CH2:15][C:16]([F:19])([F:18])[F:17])[C:11]([Cl:20])=[CH:10][C:9]=1[NH:21][C:22](=[O:40])[CH2:23][C:24]([C:26]1[CH:31]=[CH:30][CH:29]=[C:28]([C:32]2[CH:37]=[CH:36][N:35]=[C:34]([C:38]#[N:39])[CH:33]=2)[CH:27]=1)=O)(C)(C)C.C(O)(C(F)(F)F)=O. Given the product [Cl:20][C:11]1[C:12]([O:14][CH2:15][C:16]([F:19])([F:18])[F:17])=[CH:13][C:8]2[N:7]=[C:24]([C:26]3[CH:27]=[C:28]([C:32]4[CH:37]=[CH:36][N:35]=[C:34]([C:38]#[N:39])[CH:33]=4)[CH:29]=[CH:30][CH:31]=3)[CH2:23][C:22](=[O:40])[NH:21][C:9]=2[CH:10]=1, predict the reactants needed to synthesize it. (6) Given the product [F:14][C:2]([F:1])([F:13])[O:3][C:4]1[CH:12]=[C:11]2[C:7]([CH:8]=[CH:9][N:10]2[C:15]([O:17][C:18]([CH3:21])([CH3:20])[CH3:19])=[O:16])=[CH:6][CH:5]=1, predict the reactants needed to synthesize it. The reactants are: [F:1][C:2]([F:14])([F:13])[O:3][C:4]1[CH:12]=[C:11]2[C:7]([CH:8]=[CH:9][NH:10]2)=[CH:6][CH:5]=1.[C:15](O[C:15]([O:17][C:18]([CH3:21])([CH3:20])[CH3:19])=[O:16])([O:17][C:18]([CH3:21])([CH3:20])[CH3:19])=[O:16].